This data is from Full USPTO retrosynthesis dataset with 1.9M reactions from patents (1976-2016). The task is: Predict the reactants needed to synthesize the given product. (1) Given the product [Cl:1][C:2]1[CH:3]=[CH:4][C:5]([O:28][CH2:29][CH:30]([CH3:32])[CH3:31])=[C:6]([CH2:8][C:9]2[N:14]=[C:13]([NH:15][C:16](=[O:17])[C:18]3[CH:27]=[CH:26][C:21]([CH2:22][OH:23])=[CH:20][CH:19]=3)[CH:12]=[CH:11][CH:10]=2)[CH:7]=1, predict the reactants needed to synthesize it. The reactants are: [Cl:1][C:2]1[CH:3]=[CH:4][C:5]([O:28][CH2:29][CH:30]([CH3:32])[CH3:31])=[C:6]([CH2:8][C:9]2[N:14]=[C:13]([NH:15][C:16]([C:18]3[CH:27]=[CH:26][C:21]([C:22](OC)=[O:23])=[CH:20][CH:19]=3)=[O:17])[CH:12]=[CH:11][CH:10]=2)[CH:7]=1.[H-].[H-].[H-].[H-].[Li+].[Al+3]. (2) Given the product [CH3:24][N:22]([CH3:23])[C:18]1[CH:17]=[C:16]([C:15]2[NH:14][N:13]=[C:12]([CH3:25])[C:11]=2[NH:10][C:1](=[O:8])[C:2]2[CH:7]=[CH:6][CH:5]=[CH:4][CH:3]=2)[CH:21]=[CH:20][CH:19]=1, predict the reactants needed to synthesize it. The reactants are: [C:1](Cl)(=[O:8])[C:2]1[CH:7]=[CH:6][CH:5]=[CH:4][CH:3]=1.[NH2:10][C:11]1[C:12]([CH3:25])=[N:13][NH:14][C:15]=1[C:16]1[CH:21]=[CH:20][CH:19]=[C:18]([N:22]([CH3:24])[CH3:23])[CH:17]=1.